From a dataset of Reaction yield outcomes from USPTO patents with 853,638 reactions. Predict the reaction yield, written as a fraction of the theoretical maximum amount of product (1.0 means a 100% yield; for example, 0.34 means a 34% yield). The reactants are [O:1]1[CH2:5][CH2:4][C@@H:3]([OH:6])[CH2:2]1.C(N(CC)CC)C.[C:14]1([CH3:24])[CH:19]=[CH:18][C:17]([S:20](Cl)(=[O:22])=[O:21])=[CH:16][CH:15]=1. The catalyst is CN(C1C=CN=CC=1)C.C(Cl)Cl.[Ag]=O. The product is [O:1]1[CH2:5][CH2:4][C@@H:3]([O:6][S:20]([C:17]2[CH:18]=[CH:19][C:14]([CH3:24])=[CH:15][CH:16]=2)(=[O:22])=[O:21])[CH2:2]1. The yield is 0.850.